This data is from Full USPTO retrosynthesis dataset with 1.9M reactions from patents (1976-2016). The task is: Predict the reactants needed to synthesize the given product. (1) Given the product [CH2:1]([N:6]1[C:14]2[C:9](=[CH:10][CH:11]=[CH:12][CH:13]=2)[C:8]2([C:25]3[C:17](=[CH:18][C:19]4[O:20][CH2:21][O:22][C:23]=4[CH:24]=3)[CH2:16][CH2:15]2)[C:7]1=[O:27])[CH2:2][CH2:3][CH2:4][CH3:5], predict the reactants needed to synthesize it. The reactants are: [CH2:1]([N:6]1[C:14]2[C:9](=[CH:10][CH:11]=[CH:12][CH:13]=2)[C:8]2([C:25]3[C:17](=[CH:18][C:19]4[O:20][CH2:21][O:22][C:23]=4[CH:24]=3)[C:16](=O)[CH2:15]2)[C:7]1=[O:27])[CH2:2][CH2:3][CH2:4][CH3:5].C([SiH](CC)CC)C.FC(F)(F)C(O)=O. (2) Given the product [F:37][C:32]1[CH:31]=[C:30]([O:29][C:27](=[O:28])[N:2]([C@H:3]2[CH2:4][CH2:5][C@H:6]([CH2:9][CH2:10][CH2:11][CH2:12][CH2:13][N:40]([CH2:38][CH3:39])[CH2:41][CH2:42][OH:43])[CH2:7][CH2:8]2)[CH3:1])[CH:35]=[CH:34][C:33]=1[F:36], predict the reactants needed to synthesize it. The reactants are: [CH3:1][NH:2][C@H:3]1[CH2:8][CH2:7][C@H:6]([CH2:9][CH2:10][CH2:11][CH2:12][CH2:13]OS(C)(=O)=O)[CH2:5][CH2:4]1.FC(F)(F)C(O)=O.Cl[C:27]([O:29][C:30]1[CH:35]=[CH:34][C:33]([F:36])=[C:32]([F:37])[CH:31]=1)=[O:28].[CH2:38]([NH:40][CH2:41][CH2:42][OH:43])[CH3:39]. (3) Given the product [CH2:17]([O:24][C:25](=[O:26])[NH:27][CH2:28][C:29](=[O:30])[NH:14][CH:7]([C:6]1[CH:5]=[CH:4][C:3]([Cl:2])=[CH:16][CH:15]=1)[C:8]1[CH:13]=[CH:12][CH:11]=[CH:10][CH:9]=1)[C:18]1[CH:23]=[CH:22][CH:21]=[CH:20][CH:19]=1, predict the reactants needed to synthesize it. The reactants are: Cl.[Cl:2][C:3]1[CH:16]=[CH:15][C:6]([CH:7]([NH2:14])[C:8]2[CH:13]=[CH:12][CH:11]=[CH:10][CH:9]=2)=[CH:5][CH:4]=1.[CH2:17]([O:24][C:25]([NH:27][CH2:28][C:29](O)=[O:30])=[O:26])[C:18]1[CH:23]=[CH:22][CH:21]=[CH:20][CH:19]=1.